From a dataset of Reaction yield outcomes from USPTO patents with 853,638 reactions. Predict the reaction yield, written as a fraction of the theoretical maximum amount of product (1.0 means a 100% yield; for example, 0.34 means a 34% yield). (1) The reactants are [Cl:1][C:2]1[C:7]([O:8][CH2:9][CH3:10])=[CH:6][C:5]([I:11])=[CH:4][C:3]=1[OH:12].Br[CH:14]([CH2:17][CH3:18])[CH2:15][CH3:16]. No catalyst specified. The product is [Cl:1][C:2]1[C:3]([O:12][CH:14]([CH2:17][CH3:18])[CH2:15][CH3:16])=[CH:4][C:5]([I:11])=[CH:6][C:7]=1[O:8][CH2:9][CH3:10]. The yield is 0.790. (2) The reactants are I[C:2]1[CH:7]=[CH:6][CH:5]=[CH:4][C:3]=1[N+:8]([O-])=O.[CH3:11][O:12][C:13](=[O:23])[CH2:14][CH2:15][CH2:16][CH2:17][CH2:18][NH:19][C:20](=O)[CH3:21]. No catalyst specified. The product is [CH3:11][O:12][C:13](=[O:23])[CH2:14][CH2:15][CH2:16][CH2:17][CH2:18][N:19]1[C:2]2[CH:7]=[CH:6][CH:5]=[CH:4][C:3]=2[N:8]=[C:20]1[CH3:21]. The yield is 0.150. (3) The reactants are [C:1]([C:5]1[CH:6]=[C:7]2[C:12](=[CH:13][CH:14]=1)[N:11]=[CH:10][C:9]([C:15]([O:17][CH2:18][CH3:19])=[O:16])=[C:8]2Cl)([CH3:4])([CH3:3])[CH3:2].C(N(CC)CC)C. The catalyst is C(O)C.[C].[Pd]. The product is [C:1]([C:5]1[CH:6]=[C:7]2[C:12](=[CH:13][CH:14]=1)[N:11]=[CH:10][C:9]([C:15]([O:17][CH2:18][CH3:19])=[O:16])=[CH:8]2)([CH3:4])([CH3:2])[CH3:3]. The yield is 0.420. (4) The reactants are [CH3:1][CH2:2][O:3][C:4]([C:6]1[N:7](C(OC(C)(C)C)=O)[C:8]2[C:13]([CH:14]=1)=[CH:12][C:11]([Cl:15])=[CH:10][C:9]=2[CH2:16]Br)=[O:5].[CH3:25][N:26]1[CH2:31][CH2:30][NH:29][CH2:28][CH2:27]1. The catalyst is C1COCC1. The product is [CH2:2]([O:3][C:4]([C:6]1[NH:7][C:8]2[C:13]([CH:14]=1)=[CH:12][C:11]([Cl:15])=[CH:10][C:9]=2[CH2:16][N:29]1[CH2:30][CH2:31][N:26]([CH3:25])[CH2:27][CH2:28]1)=[O:5])[CH3:1]. The yield is 0.290. (5) The reactants are [CH3:1][C:2]1[NH:3][C:4]2[C:9]([CH:10]=1)=[CH:8][CH:7]=[CH:6][CH:5]=2.Br[CH2:12][C:13]([O-:15])=[O:14].C(=O)([O-])[O-].[Cs+].[Cs+].[I-].[K+].[C:24](#N)[CH3:25]. The catalyst is C(OCC)(=O)C. The product is [CH2:24]([O:15][C:13](=[O:14])[CH2:12][N:3]1[C:4]2[C:9](=[CH:8][CH:7]=[CH:6][CH:5]=2)[CH:10]=[C:2]1[CH3:1])[CH3:25]. The yield is 0.820. (6) The reactants are [C:1]1([S:7]([O:10][C:11]2[CH:21]=[CH:20][C:14]3[S:15][CH:16]=[C:17]([CH2:18][OH:19])[C:13]=3[CH:12]=2)(=[O:9])=[O:8])[CH:6]=[CH:5][CH:4]=[CH:3][CH:2]=1.C1(S(OC2C=CC(SCC#C)=CC=2)(=O)=[O:29])C=CC=CC=1.Cl[O-].[Na+].S(=O)(=O)(O)O.S([O-])([O-])=O.[Na+].[Na+].Cl([O-])=O.[Na+].OO. The catalyst is C(#N)C.O.CC1(C)N([O])C(C)(C)CCC1. The product is [C:1]1([S:7]([O:10][C:11]2[CH:21]=[CH:20][C:14]3[S:15][CH:16]=[C:17]([C:18]([OH:29])=[O:19])[C:13]=3[CH:12]=2)(=[O:8])=[O:9])[CH:6]=[CH:5][CH:4]=[CH:3][CH:2]=1. The yield is 0.517. (7) The reactants are O.[OH-].[Li+].[C:4]1([C:11]2[CH:16]=[CH:15][CH:14]=[CH:13][CH:12]=2)[C:5]([NH2:10])=[CH:6][CH:7]=[CH:8][CH:9]=1.[C:17](Br)(=[O:19])[CH3:18]. The catalyst is C(Cl)Cl. The product is [C:4]1([C:11]2[CH:12]=[CH:13][CH:14]=[CH:15][CH:16]=2)[CH:9]=[CH:8][CH:7]=[CH:6][C:5]=1[NH:10][C:17](=[O:19])[CH3:18]. The yield is 0.615. (8) The reactants are [CH:1]1([C:4]2[O:5][C:6]3[C:7](=[C:9]([C:28]#[N:29])[C:10]([CH3:27])=[C:11]([C:21]4[CH2:25][CH2:24][CH:23](O)[CH:22]=4)[C:12]=3[N:13]3[CH2:17][CH2:16][C@H:15]([N:18]([CH3:20])[CH3:19])[CH2:14]3)[N:8]=2)[CH2:3][CH2:2]1.Cl.C(O)C. The catalyst is C(O)C.C(OCC)C. The product is [CH:21]1([C:11]2[C:12]([N:13]3[CH2:17][CH2:16][C@H:15]([N:18]([CH3:19])[CH3:20])[CH2:14]3)=[C:6]3[O:5][C:4]([CH:1]4[CH2:2][CH2:3]4)=[N:8][C:7]3=[C:9]([C:28]#[N:29])[C:10]=2[CH3:27])[CH:25]=[CH:24][CH:23]=[CH:22]1. The yield is 0.650. (9) The reactants are [CH2:1]([O:8][CH2:9][CH:10]=O)[C:2]1[CH:7]=[CH:6][CH:5]=[CH:4][CH:3]=1.[C-]#[N:13].[Na+].[Cl-].[NH4+].[N:17]1[CH:22]=CC=CC=1.[C:23](Cl)(=[O:25])[CH3:24]. The catalyst is [OH-].[NH4+].O. The product is [C:22]([CH:10]([NH:13][C:23](=[O:25])[CH3:24])[CH2:9][O:8][CH2:1][C:2]1[CH:3]=[CH:4][CH:5]=[CH:6][CH:7]=1)#[N:17]. The yield is 0.650.